Dataset: Experimentally validated miRNA-target interactions with 360,000+ pairs, plus equal number of negative samples. Task: Binary Classification. Given a miRNA mature sequence and a target amino acid sequence, predict their likelihood of interaction. (1) The miRNA is mmu-miR-141-3p with sequence UAACACUGUCUGGUAAAGAUGG. The protein sequence of the target gene is MSSPAVARTSPGGSREMAPAPQGRGRFWEVGGGSGHRLERAAAESERWELLLRRGELLALGGHLKGALEAFAAALRRGAPARPECLGALVDCLVFNYRLRHGLGWSAAPVAGADGGAGGLLRCLGCRGFLSEPVTVPCGHSYCRRCLRRELRARCRLCRDRLPPATASATDAEGTAPRPPPLAAAIAASDFRTSVVLNHLAEKWFPGQRERARAAGRLGELLHQGRYREALAAACEALRAEPSDLIVKIYRAESYAGLQEFKAAIEDLNAVLFQLPDWPEVYFRKGKVLCDAGFLGDALQ.... Result: 0 (no interaction). (2) The miRNA is hsa-miR-6754-5p with sequence CCAGGGAGGCUGGUUUGGAGGA. The protein sequence of the target gene is MAVFPWHSRNRNYKAEFASCRLEAVPLEFGDYHPLKPITVTESKTKKVNRKGSTSSTSSSSSSSVVDPLSSVLDGTDPLSMFAATADPAALAAAMDSSRRKRDRDDNSVVGSDFEPWTNKRGEILARYTTTEKLSINLFMGSEKGKAGTATLAMSEKVRTRLEELDDFEEGSQKELLNLTQQDYVNRIEELNQSLKDAWASDQKVKALKIVIQCSKLLSDTSVIQFYPSKFVLITDILDTFGKLVYERIFSMCVDSRSVLPDHFSPENANDTAKETCLNWFFKIASIRELIPRFYVEASI.... Result: 0 (no interaction). (3) The miRNA is hsa-miR-518e-5p with sequence CUCUAGAGGGAAGCGCUUUCUG. The protein sequence of the target gene is MGLQLRALLGAFGRWTLRLGPRPSCSPRMAGNAEPPPAGAACPQDRRSCSGRAGGDRVWEDGEHPAKKLKSGGDEERREKPPKRKIVLLMAYSGKGYHGMQRNVGSSQFKTIEDDLVSALVRSGCIPENHGEDMRKMSFQRCARTDKGVSAAGQVVSLKVWLIDDILEKINSHLPSHIRILGLKRVTGGFNSKNRCDARTYCYLLPTFAFAHKDRDVQDETYRLSAETLQQVNRLLACYKGTHNFHNFTSQKGPQDPSACRYILEMYCEEPFVREGLEFAVIRVKGQSFMMHQIRKMVGL.... Result: 0 (no interaction). (4) The miRNA is hsa-let-7f-1-3p with sequence CUAUACAAUCUAUUGCCUUCCC. The protein sequence of the target gene is MIQNSRPSLLQPQDVGDTVETLMLHPVIKAFLCGSISGTCSTLLFQPLDLLKTRLQTLQPSDHGSRRVGMLAVLLKVVRTESLLGLWKGMSPSIVRCVPGVGIYFGTLYSLKQYFLRGHPPTALESVMLGVGSRSVAGVCMSPITVIKTRYESGKYGYESIYAALRSIYHSEGHRGLFSGLTATLLRDAPFSGIYLMFYNQTKNIVPHDQVDATLIPITNFSCGIFAGILASLVTQPADVIKTHMQLYPLKFQWIGQAVTLIFKDYGLRGFFQGGIPRALRRTLMAAMAWTVYEEMMAKM.... Result: 0 (no interaction).